This data is from Catalyst prediction with 721,799 reactions and 888 catalyst types from USPTO. The task is: Predict which catalyst facilitates the given reaction. Reactant: Br[C:2]1[S:10][C:9]2[C:8](=[O:11])[NH:7][C:6]([CH3:13])([CH3:12])[N:5]([CH3:14])[C:4]=2[C:3]=1[CH3:15].CC1(C)C(C)(C)OB([C:24]2[CH:25]=[N:26][N:27](C(OC(C)(C)C)=O)[CH:28]=2)O1.C(=O)([O-])[O-].[Cs+].[Cs+].COCCOC. Product: [CH3:14][N:5]1[C:4]2[C:3]([CH3:15])=[C:2]([C:24]3[CH:25]=[N:26][NH:27][CH:28]=3)[S:10][C:9]=2[C:8](=[O:11])[NH:7][C:6]1([CH3:13])[CH3:12]. The catalyst class is: 6.